From a dataset of Forward reaction prediction with 1.9M reactions from USPTO patents (1976-2016). Predict the product of the given reaction. (1) Given the reactants C(O[C:4]([C:6]1[NH:7][C:8]2[C:13]([C:14]=1[CH2:15][CH2:16][CH3:17])=[CH:12][C:11]([Cl:18])=[CH:10][CH:9]=2)=[O:5])C.C[O:20][C:21](=[O:41])[CH2:22][CH2:23][C:24]1[CH:29]=[CH:28][C:27]([O:30][C:31]2[CH:36]=[C:35]([F:37])[CH:34]=[C:33]([CH2:38][NH2:39])[CH:32]=2)=[CH:26][C:25]=1[CH3:40], predict the reaction product. The product is: [Cl:18][C:11]1[CH:12]=[C:13]2[C:8](=[CH:9][CH:10]=1)[NH:7][C:6]([C:4]([NH:39][CH2:38][C:33]1[CH:32]=[C:31]([CH:36]=[C:35]([F:37])[CH:34]=1)[O:30][C:27]1[CH:28]=[CH:29][C:24]([CH2:23][CH2:22][C:21]([OH:41])=[O:20])=[C:25]([CH3:40])[CH:26]=1)=[O:5])=[C:14]2[CH2:15][CH2:16][CH3:17]. (2) Given the reactants Cl[C:2]1[CH:7]=[C:6]([C:8]([F:11])([F:10])[F:9])[N:5]=[C:4]([C:12]2[CH:13]=[N:14][CH:15]=[CH:16][CH:17]=2)[N:3]=1.[CH3:18][N:19]1[C:23]2[CH:24]=[C:25]([CH3:30])[C:26]([CH3:29])=[C:27]([NH2:28])[C:22]=2[N:21]=[CH:20]1, predict the reaction product. The product is: [CH3:18][N:19]1[C:23]2[CH:24]=[C:25]([CH3:30])[C:26]([CH3:29])=[C:27]([NH:28][C:2]3[CH:7]=[C:6]([C:8]([F:11])([F:10])[F:9])[N:5]=[C:4]([C:12]4[CH:13]=[N:14][CH:15]=[CH:16][CH:17]=4)[N:3]=3)[C:22]=2[N:21]=[CH:20]1. (3) The product is: [F:6][C:7]1[CH:8]=[C:9]([S:2]([Cl:4])(=[O:1])=[O:5])[CH:10]=[C:11]([F:14])[C:12]=1[F:13]. Given the reactants [O:1]=[S:2]([Cl:4])Cl.[OH2:5].[F:6][C:7]1[CH2:8][C:9](=[N+]=[N-])[CH:10]=[C:11]([F:14])[C:12]=1[F:13], predict the reaction product. (4) Given the reactants [C:1]([O:5][C:6](=[O:27])[NH:7][C:8]1[CH:13]=[C:12]([N:14]([CH2:16][CH:17]([CH3:19])[CH3:18])[CH3:15])[C:11]([C:20]([F:23])([F:22])[F:21])=[CH:10][C:9]=1[N+:24]([O-])=O)([CH3:4])([CH3:3])[CH3:2], predict the reaction product. The product is: [C:1]([O:5][C:6](=[O:27])[NH:7][C:8]1[CH:13]=[C:12]([N:14]([CH2:16][CH:17]([CH3:19])[CH3:18])[CH3:15])[C:11]([C:20]([F:23])([F:22])[F:21])=[CH:10][C:9]=1[NH2:24])([CH3:3])([CH3:4])[CH3:2].